From a dataset of Catalyst prediction with 721,799 reactions and 888 catalyst types from USPTO. Predict which catalyst facilitates the given reaction. Reactant: [CH3:1][C:2]1([CH3:10])[CH2:7][CH2:6][CH2:5][NH:4][CH:3]1[CH2:8][NH2:9].[Br:11][C:12]1[CH:13]=[N:14][C:15](Cl)=[N:16][CH:17]=1.C(N(C(C)C)CC)(C)C.C(=O)([O-])[O-].[K+].[K+]. Product: [Br:11][C:12]1[CH:13]=[N:14][C:15]([NH:9][CH2:8][CH:3]2[C:2]([CH3:10])([CH3:1])[CH2:7][CH2:6][CH2:5][NH:4]2)=[N:16][CH:17]=1. The catalyst class is: 113.